Predict the product of the given reaction. From a dataset of Forward reaction prediction with 1.9M reactions from USPTO patents (1976-2016). (1) Given the reactants [Br:1][C:2]1[CH:7]=[C:6]([N+:8]([O-:10])=[O:9])[C:5](F)=[CH:4][N+:3]=1[O-:12].[CH3:13][NH2:14].O, predict the reaction product. The product is: [Br:1][C:2]1[CH:7]=[C:6]([N+:8]([O-:10])=[O:9])[C:5]([NH:14][CH3:13])=[CH:4][N+:3]=1[O-:12]. (2) The product is: [CH:1]1[C:10]2[C:5](=[CH:6][CH:7]=[CH:8][CH:9]=2)[CH:4]=[CH:3][C:2]=1[C:11]1[CH:16]=[CH:15][N:14]=[C:13]([C:17]([OH:19])=[O:18])[N:12]=1. Given the reactants [CH:1]1[C:10]2[C:5](=[CH:6][CH:7]=[CH:8][CH:9]=2)[CH:4]=[CH:3][C:2]=1[C:11]1[CH:16]=[CH:15][N:14]=[C:13]([CH:17]=[O:18])[N:12]=1.[O-:19]Cl.[Na+].O, predict the reaction product. (3) Given the reactants [NH2:1][CH2:2][C:3]([NH:5][CH:6]([CH3:8])[CH3:7])=[O:4].[OH:9][C:10]1[CH:21]=[CH:20][C:13]2[NH:14]C(=O)[O:16][C:17](=O)[C:12]=2[CH:11]=1, predict the reaction product. The product is: [NH2:14][C:13]1[CH:20]=[CH:21][C:10]([OH:9])=[CH:11][C:12]=1[C:17]([NH:1][CH2:2][C:3](=[O:4])[NH:5][CH:6]([CH3:8])[CH3:7])=[O:16]. (4) Given the reactants [C:1](Cl)(=[O:8])[C:2]1[CH:7]=[CH:6][CH:5]=[CH:4][CH:3]=1.[Si:10]([O:27][C@H:28]1[CH2:32][CH2:31][C@H:30]([N:33]2[CH:41]=[N:40][C:39]3[C:34]2=[N:35][CH:36]=[N:37][C:38]=3[NH2:42])[C@@H:29]1[CH2:43][O:44][C:45]([C:58]1[CH:63]=[CH:62][CH:61]=[CH:60][CH:59]=1)([C:52]1[CH:57]=[CH:56][CH:55]=[CH:54][CH:53]=1)[C:46]1[CH:51]=[CH:50][CH:49]=[CH:48][CH:47]=1)([C:23]([CH3:26])([CH3:25])[CH3:24])([C:17]1[CH:22]=[CH:21][CH:20]=[CH:19][CH:18]=1)[C:11]1[CH:16]=[CH:15][CH:14]=[CH:13][CH:12]=1.N.CO.ClCCl, predict the reaction product. The product is: [Si:10]([O:27][C@H:28]1[CH2:32][CH2:31][C@H:30]([N:33]2[CH:41]=[N:40][C:39]3[C:34]2=[N:35][CH:36]=[N:37][C:38]=3[NH:42][C:1](=[O:8])[C:2]2[CH:7]=[CH:6][CH:5]=[CH:4][CH:3]=2)[C@@H:29]1[CH2:43][O:44][C:45]([C:58]1[CH:63]=[CH:62][CH:61]=[CH:60][CH:59]=1)([C:52]1[CH:57]=[CH:56][CH:55]=[CH:54][CH:53]=1)[C:46]1[CH:51]=[CH:50][CH:49]=[CH:48][CH:47]=1)([C:23]([CH3:26])([CH3:24])[CH3:25])([C:11]1[CH:12]=[CH:13][CH:14]=[CH:15][CH:16]=1)[C:17]1[CH:22]=[CH:21][CH:20]=[CH:19][CH:18]=1. (5) The product is: [CH:31]1([CH2:34][NH:35][C:27]([C:19]2[C:18]3[C:13](=[CH:14][CH:15]=[C:16]([F:30])[CH:17]=3)[N:12]=[C:11]([CH:9]([NH:8][C:6](=[O:7])[O:5][C:1]([CH3:2])([CH3:4])[CH3:3])[CH3:10])[C:20]=2[C:21]2[CH:26]=[CH:25][CH:24]=[CH:23][CH:22]=2)=[O:29])[CH2:33][CH2:32]1. Given the reactants [C:1]([O:5][C:6]([NH:8][CH:9]([C:11]1[C:20]([C:21]2[CH:26]=[CH:25][CH:24]=[CH:23][CH:22]=2)=[C:19]([C:27]([OH:29])=O)[C:18]2[C:13](=[CH:14][CH:15]=[C:16]([F:30])[CH:17]=2)[N:12]=1)[CH3:10])=[O:7])([CH3:4])([CH3:3])[CH3:2].[CH:31]1([CH2:34][NH2:35])[CH2:33][CH2:32]1.CCN(C(C)C)C(C)C.CN(C(ON1N=NC2C=CC=NC1=2)=[N+](C)C)C.F[P-](F)(F)(F)(F)F, predict the reaction product. (6) The product is: [CH2:2]([O:4][C:5](=[O:18])[CH2:6][NH:7][C:8]1[CH:17]=[CH:16][CH:15]=[C:14]2[C:9]=1[CH2:10][CH2:11][N:12]([CH2:22][CH:19]1[CH2:21][CH2:20]1)[CH2:13]2)[CH3:3]. Given the reactants Cl.[CH2:2]([O:4][C:5](=[O:18])[CH2:6][NH:7][C:8]1[CH:17]=[CH:16][CH:15]=[C:14]2[C:9]=1[CH2:10][CH2:11][NH:12][CH2:13]2)[CH3:3].[CH:19]1([CH:22]=O)[CH2:21][CH2:20]1.CCN(C(C)C)C(C)C.[BH-](OC(C)=O)(OC(C)=O)OC(C)=O.[Na+].C([O-])(O)=O.[Na+], predict the reaction product. (7) Given the reactants C(N(CC)CC)C.[NH2:8][CH2:9][CH2:10][CH2:11][CH2:12][N:13]1[C:21]2[C:20]([CH3:22])=[C:19]([CH3:23])[N:18]=[C:17]([NH2:24])[C:16]=2[N:15]=[C:14]1[CH2:25][CH2:26][CH2:27][CH3:28].[CH3:29][N:30]([CH3:35])[S:31](Cl)(=[O:33])=[O:32], predict the reaction product. The product is: [NH2:24][C:17]1[C:16]2[N:15]=[C:14]([CH2:25][CH2:26][CH2:27][CH3:28])[N:13]([CH2:12][CH2:11][CH2:10][CH2:9][NH:8][S:31]([N:30]([CH3:35])[CH3:29])(=[O:33])=[O:32])[C:21]=2[C:20]([CH3:22])=[C:19]([CH3:23])[N:18]=1.